From a dataset of Catalyst prediction with 721,799 reactions and 888 catalyst types from USPTO. Predict which catalyst facilitates the given reaction. (1) Reactant: C([O:3][C:4]([CH:6]([CH2:22][C:23]1[CH:28]=[CH:27][CH:26]=[CH:25][C:24]=1[N+:29]([O-])=O)[CH2:7][N:8]1[CH2:13][CH2:12][C:11]2([C:21]3[C:16](=[CH:17][CH:18]=[CH:19][CH:20]=3)[CH2:15][CH2:14]2)[CH2:10][CH2:9]1)=O)C. Product: [O:3]=[C:4]1[CH:6]([CH2:7][N:8]2[CH2:13][CH2:12][C:11]3([C:21]4[C:16](=[CH:17][CH:18]=[CH:19][CH:20]=4)[CH2:15][CH2:14]3)[CH2:10][CH2:9]2)[CH2:22][C:23]2[C:24](=[CH:25][CH:26]=[CH:27][CH:28]=2)[NH:29]1. The catalyst class is: 43. (2) Reactant: C([O:3][CH:4](OCC)[CH2:5][CH2:6][CH2:7][CH2:8][CH2:9]/[CH:10]=[CH:11]\[CH2:12][CH2:13]/[CH:14]=[CH:15]\[CH:16]=[CH:17]\[CH2:18][CH3:19])C.Cl. Product: [CH:4](=[O:3])[CH2:5][CH2:6][CH2:7][CH2:8][CH2:9]/[CH:10]=[CH:11]\[CH2:12][CH2:13]/[CH:14]=[CH:15]\[CH:16]=[CH:17]\[CH2:18][CH3:19]. The catalyst class is: 11. (3) Reactant: [CH2:1]([N:3]([S:10]([C:13]1[CH:18]=[CH:17][C:16]([F:19])=[CH:15][CH:14]=1)(=[O:12])=[O:11])[C:4]1([C:7]([OH:9])=O)[CH2:6][CH2:5]1)[CH3:2].CCOC(OC(OCC)=O)=O.[F:31][C:32]([F:49])([F:48])[O:33][C:34]1[CH:39]=[CH:38][C:37]([C:40]2[CH:41]=[C:42]([CH2:46][NH2:47])[CH:43]=[CH:44][CH:45]=2)=[CH:36][CH:35]=1. Product: [CH2:1]([N:3]([S:10]([C:13]1[CH:18]=[CH:17][C:16]([F:19])=[CH:15][CH:14]=1)(=[O:12])=[O:11])[C:4]1([C:7]([NH:47][CH2:46][C:42]2[CH:43]=[CH:44][CH:45]=[C:40]([C:37]3[CH:38]=[CH:39][C:34]([O:33][C:32]([F:31])([F:48])[F:49])=[CH:35][CH:36]=3)[CH:41]=2)=[O:9])[CH2:5][CH2:6]1)[CH3:2]. The catalyst class is: 1. (4) Reactant: [CH2:1]([C:5]1[N:6]=[C:7]([CH3:27])[NH:8][C:9](=[O:26])[C:10]=1[CH2:11][C:12]1[CH:17]=[CH:16][C:15]([C:18]2[C:19]([C:24]#[N:25])=[CH:20][CH:21]=[CH:22][CH:23]=2)=[CH:14][CH:13]=1)[CH2:2][CH2:3][CH3:4].C(=O)([O-])[O-].[K+].[K+].Cl.Cl[CH2:36][C:37]1[N:38]=[CH:39][S:40][CH:41]=1.CN(C)C=O. Product: [CH2:1]([C:5]1[N:6]=[C:7]([CH3:27])[N:8]([CH2:36][C:37]2[N:38]=[CH:39][S:40][CH:41]=2)[C:9](=[O:26])[C:10]=1[CH2:11][C:12]1[CH:17]=[CH:16][C:15]([C:18]2[C:19]([C:24]#[N:25])=[CH:20][CH:21]=[CH:22][CH:23]=2)=[CH:14][CH:13]=1)[CH2:2][CH2:3][CH3:4]. The catalyst class is: 13. (5) Reactant: [CH:1]([N:4]([CH2:8][CH3:9])[CH:5](C)C)(C)C.Br[C:11]1[CH:16]=[N:15][C:14]([Br:17])=[CH:13][N:12]=1.C(N)C[CH2:20][NH2:21].C(O)CCC. Product: [Br:17][C:14]1[N:15]=[CH:16][C:11]([NH:21][CH2:20][CH2:9][CH2:8][N:4]([CH3:1])[CH3:5])=[N:12][CH:13]=1. The catalyst class is: 413.